Dataset: Forward reaction prediction with 1.9M reactions from USPTO patents (1976-2016). Task: Predict the product of the given reaction. (1) Given the reactants [C:1]([O:5][C:6]([N:8]1[CH2:42][CH2:41][CH2:40][C:10]2([CH2:15][N:14]([CH2:16][C:17]3[C:22]([O:23][CH3:24])=[CH:21][C:20]([O:25][CH3:26])=[CH:19][C:18]=3[O:27][CH3:28])[C:13](=[O:29])[C:12]3[CH:30]=[C:31]([C:33]4[CH:38]=[CH:37][N:36]=[C:35](Cl)[CH:34]=4)[NH:32][C:11]2=3)[CH2:9]1)=[O:7])([CH3:4])([CH3:3])[CH3:2].CC1(C)C2C(=C(P(C3C=CC=CC=3)C3C=CC=CC=3)C=CC=2)OC2C(P(C3C=CC=CC=3)C3C=CC=CC=3)=CC=CC1=2.[C:85]([NH:89][C:90]1[CH:91]=[C:92]([CH:96]=[CH:97][C:98]=1[F:99])[C:93]([NH2:95])=[O:94])(=[O:88])[CH:86]=[CH2:87].C(=O)([O-])[O-].[Cs+].[Cs+], predict the reaction product. The product is: [C:85]([NH:89][C:90]1[CH:91]=[C:92]([CH:96]=[CH:97][C:98]=1[F:99])[C:93]([NH:95][C:35]1[CH:34]=[C:33]([C:31]2[NH:32][C:11]3[C:10]4([CH2:40][CH2:41][CH2:42][N:8]([C:6]([O:5][C:1]([CH3:4])([CH3:2])[CH3:3])=[O:7])[CH2:9]4)[CH2:15][N:14]([CH2:16][C:17]4[C:18]([O:27][CH3:28])=[CH:19][C:20]([O:25][CH3:26])=[CH:21][C:22]=4[O:23][CH3:24])[C:13](=[O:29])[C:12]=3[CH:30]=2)[CH:38]=[CH:37][N:36]=1)=[O:94])(=[O:88])[CH:86]=[CH2:87]. (2) Given the reactants Cl.Cl.[CH3:3][C:4]1[NH:8][N:7]=[C:6]([CH2:9][CH2:10][NH2:11])[N:5]=1.[OH-].[Na+].[C:14](=S)=[S:15].ClC(OCC)=O, predict the reaction product. The product is: [CH3:3][C:4]1[N:5]=[C:6]2[N:7]([C:14](=[S:15])[NH:11][CH2:10][CH2:9]2)[N:8]=1. (3) Given the reactants C([O-])([O-])=O.[Cs+].[Cs+].[Cl:7][C:8]1[CH:23]=[CH:22][C:11]2[N:12]=[C:13]([NH2:21])[C:14]3[CH:15]=[CH:16][C:17]([CH3:20])=[N:18][C:19]=3[C:10]=2[CH:9]=1.I[C:25]1[CH:30]=[CH:29][CH:28]=[CH:27][C:26]=1I.CNCCNC, predict the reaction product. The product is: [Cl:7][C:8]1[CH:23]=[CH:22][C:11]2[N:12]3[C:26]4[CH:27]=[CH:28][CH:29]=[CH:30][C:25]=4[N:21]=[C:13]3[C:14]3[CH:15]=[CH:16][C:17]([CH3:20])=[N:18][C:19]=3[C:10]=2[CH:9]=1. (4) The product is: [CH2:1]([N:5]1[C:20]2[C:22]([C:24](=[O:25])[NH:16][C:17](=[O:18])[N:19]=2)=[N:14][C:7]2[CH:8]=[C:9]([CH3:13])[C:10]([Cl:12])=[CH:11][C:6]1=2)[CH2:2][CH2:3][CH3:4]. Given the reactants [CH2:1]([NH:5][C:6]1[C:7]([NH2:14])=[CH:8][C:9]([CH3:13])=[C:10]([Cl:12])[CH:11]=1)[CH2:2][CH2:3][CH3:4].O.[NH:16]1[C:24](=[O:25])[C:22](=O)[C:20](=O)[NH:19][C:17]1=[O:18].[B]=O.C(=O)(O)[O-].[Na+], predict the reaction product. (5) Given the reactants C1(NC2C(=O)C(=O)C=2)C=CC=CC=1.[OH:14][C@H:15]1[O:23][C@H:22]([CH2:24][OH:25])[C@@H:20]([OH:21])[C@H:18]([OH:19])[C@@H:16]1[OH:17].C(N(CC)CC)C, predict the reaction product. The product is: [OH:14][C@H:15]1[O:23][C@H:22]([CH2:24][OH:25])[C@@H:20]([OH:21])[C@H:18]([OH:19])[C@@H:16]1[OH:17]. (6) Given the reactants [CH3:1][O:2][C:3](=[O:41])[C:4]1[CH:9]=[C:8]([N:10]2[CH:14]=[C:13]([C:15]3[CH:20]=[CH:19][C:18]([Cl:21])=[CH:17][C:16]=3[Cl:22])[N:12]=[C:11]2[CH2:23][C:24]2[CH:29]=[CH:28][C:27]([C:30]3[CH:35]=[CH:34][C:33]([OH:36])=[CH:32][CH:31]=3)=[CH:26][CH:25]=2)[CH:7]=[CH:6][C:5]=1[C:37]([F:40])([F:39])[F:38].[C:42]([C:46]1[CH:51]=[CH:50][C:49](B(O)O)=[CH:48][CH:47]=1)([CH3:45])([CH3:44])[CH3:43], predict the reaction product. The product is: [CH3:1][O:2][C:3](=[O:41])[C:4]1[CH:9]=[C:8]([N:10]2[CH:14]=[C:13]([C:15]3[CH:20]=[CH:19][C:18]([Cl:21])=[CH:17][C:16]=3[Cl:22])[N:12]=[C:11]2[CH2:23][C:24]2[CH:25]=[CH:26][C:27]([C:30]3[CH:35]=[CH:34][C:33]([O:36][C:49]4[CH:50]=[CH:51][C:46]([C:42]([CH3:45])([CH3:44])[CH3:43])=[CH:47][CH:48]=4)=[CH:32][CH:31]=3)=[CH:28][CH:29]=2)[CH:7]=[CH:6][C:5]=1[C:37]([F:38])([F:39])[F:40]. (7) Given the reactants [Cl:1][C:2]1[N:7]=[N:6][C:5]([NH:8][C:9](=[O:19])[N:10]([CH:12]([CH3:18])[CH:13](OC)[O:14]C)[CH3:11])=[CH:4][C:3]=1[C:20]([F:23])([CH3:22])[CH3:21].O, predict the reaction product. The product is: [Cl:1][C:2]1[N:7]=[N:6][C:5]([N:8]2[CH:13]([OH:14])[CH:12]([CH3:18])[N:10]([CH3:11])[C:9]2=[O:19])=[CH:4][C:3]=1[C:20]([F:23])([CH3:22])[CH3:21].